This data is from Full USPTO retrosynthesis dataset with 1.9M reactions from patents (1976-2016). The task is: Predict the reactants needed to synthesize the given product. Given the product [Br:4][C:5]1[CH:14]=[CH:13][C:12]([CH2:10][OH:11])=[C:7]([CH:6]=1)[C:8]([OH:1])=[O:9], predict the reactants needed to synthesize it. The reactants are: [OH2:1].[OH-].[Li+].[Br:4][C:5]1[CH:6]=[C:7]2[C:12](=[CH:13][CH:14]=1)[C:10](=[O:11])[O:9][CH2:8]2.